This data is from Full USPTO retrosynthesis dataset with 1.9M reactions from patents (1976-2016). The task is: Predict the reactants needed to synthesize the given product. (1) Given the product [CH3:24][C:21]([CH3:25])([CH2:22][CH3:23])[CH:20]([C:11]1[CH:12]=[C:13]([C:16]([O:18][CH3:19])=[O:17])[CH:14]=[CH:15][C:10]=1[C:3]1[CH:4]=[C:5]([O:8][CH3:9])[CH:6]=[CH:7][C:2]=1[F:1])[O:26][CH3:30], predict the reactants needed to synthesize it. The reactants are: [F:1][C:2]1[CH:7]=[CH:6][C:5]([O:8][CH3:9])=[CH:4][C:3]=1[C:10]1[CH:15]=[CH:14][C:13]([C:16]([O:18][CH3:19])=[O:17])=[CH:12][C:11]=1[CH:20]([OH:26])[C:21]([CH3:25])([CH3:24])[CH2:22][CH3:23].[H-].[Na+].I[CH3:30]. (2) Given the product [CH:10]([N:9]([C:4]1[CH:5]=[CH:6][CH:7]=[CH:8][N:3]=1)[CH:12]=[O:13])=[O:11], predict the reactants needed to synthesize it. The reactants are: [H-].[Na+].[N:3]1[CH:8]=[CH:7][CH:6]=[CH:5][C:4]=1[NH:9][CH:10]=[O:11].[CH:12](OC(=O)C)=[O:13]. (3) Given the product [ClH:1].[ClH:32].[Cl:1][C:2]1[C:3]([NH:10][CH2:11][C:12]2[CH:17]=[CH:16][C:15]([O:18][C:19]3[CH:20]=[CH:21][C:22]4[N:23]([C:25]([N+:28]([O-:30])=[O:29])=[CH:26][N:27]=4)[N:24]=3)=[CH:14][N:13]=2)=[N:4][C:5]([CH3:9])=[N:6][C:7]=1[CH3:8], predict the reactants needed to synthesize it. The reactants are: [Cl:1][C:2]1[C:3]([NH:10][CH2:11][C:12]2[CH:17]=[CH:16][C:15]([O:18][C:19]3[CH:20]=[CH:21][C:22]4[N:23]([C:25]([N+:28]([O-:30])=[O:29])=[CH:26][N:27]=4)[N:24]=3)=[C:14](Cl)[N:13]=2)=[N:4][C:5]([CH3:9])=[N:6][C:7]=1[CH3:8].[ClH:32].